This data is from Retrosynthesis with 50K atom-mapped reactions and 10 reaction types from USPTO. The task is: Predict the reactants needed to synthesize the given product. (1) Given the product COC(=O)CCc1ccc(C#Cc2cc(F)ccc2C(F)F)cc1F, predict the reactants needed to synthesize it. The reactants are: C#Cc1ccc(CCC(=O)OC)c(F)c1.Fc1ccc(C(F)F)c(Br)c1. (2) Given the product N#Cc1ccc(N2CCN(Cc3cnc4c(c3)NC(=O)[C@@H]3CCCCN43)CC2)cc1, predict the reactants needed to synthesize it. The reactants are: N#Cc1ccc(N2CCNCC2)cc1.O=C1Nc2cc(CO)cnc2N2CCCC[C@@H]12. (3) The reactants are: CNC1CCNCC1.O=S(=O)(c1ccccc1)c1cnc2c(F)cccc2c1. Given the product CNC1CCN(c2cccc3cc(S(=O)(=O)c4ccccc4)cnc23)CC1, predict the reactants needed to synthesize it. (4) Given the product OCC1CC(OC2CCCCO2)C1, predict the reactants needed to synthesize it. The reactants are: CC(C)(C)[Si](C)(C)OCC1CC(OC2CCCCO2)C1. (5) Given the product Cc1cc([N+](=O)[O-])ccc1N1CCSCC1, predict the reactants needed to synthesize it. The reactants are: C1CSCCN1.Cc1cc([N+](=O)[O-])ccc1F.